From a dataset of Catalyst prediction with 721,799 reactions and 888 catalyst types from USPTO. Predict which catalyst facilitates the given reaction. (1) Reactant: [Cl:1][C:2]1[CH:7]=[CH:6][CH:5]=[CH:4][C:3]=1/[CH:8]=[CH:9]/[CH2:10][OH:11].[CH3:12]COCC. Product: [Cl:1][C:2]1[CH:7]=[CH:6][CH:5]=[CH:4][C:3]=1[C@@H:8]1[CH2:12][C@H:9]1[CH2:10][OH:11]. The catalyst class is: 318. (2) Reactant: [N+:1]([C:4]1[CH:12]=[C:11]2[C:7]([C:8]([CH:13]=[O:14])=[N:9][NH:10]2)=[CH:6][CH:5]=1)([O-])=O.[AlH4-].[Li+].O.[OH-].[Na+]. Product: [NH2:1][C:4]1[CH:12]=[C:11]2[C:7]([C:8]([CH2:13][OH:14])=[N:9][NH:10]2)=[CH:6][CH:5]=1. The catalyst class is: 1. (3) Reactant: C(OC(=O)[NH:7][CH2:8][CH2:9][CH2:10][C:11]1[CH:12]=[N:13][C:14]([C:17]2[CH:22]=[CH:21][CH:20]=[C:19]([CH2:23][N:24]3[C:29](=[O:30])[CH:28]=[CH:27][C:26]([C:31]4[CH:36]=[C:35]([F:37])[C:34]([F:38])=[C:33]([F:39])[CH:32]=4)=[N:25]3)[CH:18]=2)=[N:15][CH:16]=1)(C)(C)C.FC(F)(F)C(O)=O. Product: [NH2:7][CH2:8][CH2:9][CH2:10][C:11]1[CH:12]=[N:13][C:14]([C:17]2[CH:18]=[C:19]([CH:20]=[CH:21][CH:22]=2)[CH2:23][N:24]2[C:29](=[O:30])[CH:28]=[CH:27][C:26]([C:31]3[CH:36]=[C:35]([F:37])[C:34]([F:38])=[C:33]([F:39])[CH:32]=3)=[N:25]2)=[N:15][CH:16]=1. The catalyst class is: 4. (4) Reactant: [Cl:1][C:2]1[N:10]=[C:9]2[C:5]([N:6]=[C:7]([CH:12]=O)[N:8]2[CH3:11])=[C:4]([N:14]2[CH2:19][CH2:18][O:17][CH2:16][CH2:15]2)[N:3]=1.[C@H:20]12[CH2:26][C@H:23]([NH:24][CH2:25]1)[CH2:22][N:21]2[C:27]([CH3:31])([CH3:30])[CH2:28][OH:29].C(O[BH-](OC(=O)C)OC(=O)C)(=O)C.[Na+]. Product: [Cl:1][C:2]1[N:10]=[C:9]2[C:5]([N:6]=[C:7]([CH2:12][N:24]3[CH2:25][C@@H:20]4[CH2:26][C@H:23]3[CH2:22][N:21]4[C:27]([CH3:31])([CH3:30])[CH2:28][OH:29])[N:8]2[CH3:11])=[C:4]([N:14]2[CH2:19][CH2:18][O:17][CH2:16][CH2:15]2)[N:3]=1. The catalyst class is: 26. (5) Reactant: [NH:1]1[C:9]2[C:4](=[CH:5][C:6]([O:10][C:11]3[CH:19]=[CH:18][CH:17]=[CH:16][C:12]=3[C:13]([OH:15])=O)=[CH:7][CH:8]=2)[CH:3]=[N:2]1.[CH2:20]([NH2:24])[CH:21]([CH3:23])[CH3:22].Cl.CNC.OC1C2N=NNC=2C=CC=1.C(N(CC)CC)C.C(=O)([O-])O.[Na+]. Product: [NH:1]1[C:9]2[C:4](=[CH:5][C:6]([O:10][C:11]3[CH:19]=[CH:18][CH:17]=[CH:16][C:12]=3[C:13]([NH:24][CH2:20][CH:21]([CH3:23])[CH3:22])=[O:15])=[CH:7][CH:8]=2)[CH:3]=[N:2]1. The catalyst class is: 9. (6) Reactant: [C:1]([O:5][C:6](=[O:21])[CH2:7][C@:8]1([CH2:17][N+:18]([O-])=O)[CH2:14][C@H:13]2[C@@H:9]1[CH:10]=[C:11]([CH2:15][CH3:16])[CH2:12]2)([CH3:4])([CH3:3])[CH3:2].[Cl-].[NH4+].[CH3:24][C:25]([O:28][C:29](O[C:29]([O:28][C:25]([CH3:27])([CH3:26])[CH3:24])=[O:30])=[O:30])([CH3:27])[CH3:26].[OH-].[Na+]. Product: [C:1]([O:5][C:6](=[O:21])[CH2:7][C@:8]1([CH2:17][NH:18][C:29]([O:28][C:25]([CH3:27])([CH3:26])[CH3:24])=[O:30])[CH2:14][C@H:13]2[C@@H:9]1[CH:10]=[C:11]([CH2:15][CH3:16])[CH2:12]2)([CH3:4])([CH3:3])[CH3:2]. The catalyst class is: 190.